Dataset: Full USPTO retrosynthesis dataset with 1.9M reactions from patents (1976-2016). Task: Predict the reactants needed to synthesize the given product. (1) Given the product [Cl:33][C:34]1[S:38][C:37]([C:39]2[O:43][N:42]=[C:41]([CH2:44][N:11]3[C:10]4[CH:9]=[CH:8][C:7]([O:27][CH2:28][C:29]([F:32])([F:31])[F:30])=[C:6]([C:4]([OH:3])=[O:5])[C:14]=4[N:13]=[C:12]3[C:15](=[O:26])[NH:16][CH:17]3[CH2:22][CH2:21][N:20]([CH:23]([CH3:24])[CH3:25])[CH2:19][CH2:18]3)[CH:40]=2)=[CH:36][CH:35]=1, predict the reactants needed to synthesize it. The reactants are: C([O:3][C:4]([C:6]1[C:14]2[N:13]=[C:12]([C:15](=[O:26])[NH:16][CH:17]3[CH2:22][CH2:21][N:20]([CH:23]([CH3:25])[CH3:24])[CH2:19][CH2:18]3)[NH:11][C:10]=2[CH:9]=[CH:8][C:7]=1[O:27][CH2:28][C:29]([F:32])([F:31])[F:30])=[O:5])C.[Cl:33][C:34]1[S:38][C:37]([C:39]2[O:43][N:42]=[C:41]([CH2:44]OS(C)(=O)=O)[CH:40]=2)=[CH:36][CH:35]=1. (2) Given the product [O:20]1[C:16]2[CH:15]=[C:14]([C:11]3([C:9]([NH:8][C:6]4[N:7]=[C:2]([C:29]5[CH:28]=[N:27][C:26]([O:25][CH3:24])=[CH:31][CH:30]=5)[CH:3]=[C:4]([CH3:23])[CH:5]=4)=[O:10])[CH2:13][CH2:12]3)[CH:22]=[CH:21][C:17]=2[CH2:18][CH2:19]1, predict the reactants needed to synthesize it. The reactants are: Cl[C:2]1[N:7]=[C:6]([NH:8][C:9]([C:11]2([C:14]3[CH:22]=[CH:21][C:17]4[CH2:18][CH2:19][O:20][C:16]=4[CH:15]=3)[CH2:13][CH2:12]2)=[O:10])[CH:5]=[C:4]([CH3:23])[CH:3]=1.[CH3:24][O:25][C:26]1[CH:31]=[CH:30][C:29](B(O)O)=[CH:28][N:27]=1. (3) Given the product [CH3:21][N:18]1[CH2:19][CH2:20][C:8]2[N:7]([C:3]3[CH2:4][CH2:5][CH2:6][C:2]=3[C:27]3[CH:28]=[N:29][C:24]([N:23]([CH3:22])[CH3:39])=[N:25][CH:26]=3)[C:15]3[CH:14]=[CH:13][C:12]([CH3:16])=[CH:11][C:10]=3[C:9]=2[CH2:17]1, predict the reactants needed to synthesize it. The reactants are: Br[C:2]1[CH2:6][CH2:5][CH2:4][C:3]=1[N:7]1[C:15]2[CH:14]=[CH:13][C:12]([CH3:16])=[CH:11][C:10]=2[C:9]2[CH2:17][N:18]([CH3:21])[CH2:19][CH2:20][C:8]1=2.[CH3:22][N:23]([CH3:39])[C:24]1[N:29]=[CH:28][C:27](B2OC(C)(C)C(C)(C)O2)=[CH:26][N:25]=1.C(=O)([O-])[O-].[K+].[K+].O. (4) Given the product [CH2:6]([N:7]1[CH:11]=[C:10]([NH:12][C:13]([C:15]2[C:23]3[CH2:22][C:24]([CH3:28])([CH3:25])[CH2:20][CH2:19][C:18]=3[NH:17][N:16]=2)=[O:14])[CH:9]=[N:8]1)[C:5]1[CH:29]=[CH:30][CH:31]=[CH:3][CH:4]=1, predict the reactants needed to synthesize it. The reactants are: C([C:3]1[CH:4]=[C:5]([CH:29]=[CH:30][CH:31]=1)[CH2:6][N:7]1[CH:11]=[C:10]([NH:12][C:13]([C:15]2[C:23]3[CH2:22]C[CH:20]([C:24]4[CH:25]=NN[CH:28]=4)[CH2:19][C:18]=3[NH:17][N:16]=2)=[O:14])[CH:9]=[N:8]1)#N.CC1(C)CCC2N(COCC[Si](C)(C)C)N=C(C(O)=O)C=2C1.NC1C=NN(CC2C=C(C=CC=2)C#N)C=1.C(N1C=C(N)C=N1)C1C=CC=CC=1.